The task is: Predict which catalyst facilitates the given reaction.. This data is from Catalyst prediction with 721,799 reactions and 888 catalyst types from USPTO. (1) Reactant: [C:1]([C:5]1[N:10]=[C:9]([NH:11][CH2:12][C:13]2[O:14][CH:15]=[CH:16][CH:17]=2)[C:8]([C:18]([N:20]([CH2:36][CH:37]([CH3:39])[CH3:38])[CH:21]2[CH2:26][CH:25]([CH2:27][OH:28])[CH2:24][N:23]([C:29]([O:31][C:32]([CH3:35])([CH3:34])[CH3:33])=[O:30])[CH2:22]2)=[O:19])=[CH:7][N:6]=1)([CH3:4])([CH3:3])[CH3:2].C(N(CC)CC)C. Product: [C:1]([C:5]1[N:10]=[C:9]([NH:11][CH2:12][C:13]2[O:14][CH:15]=[CH:16][CH:17]=2)[C:8]([C:18]([N:20]([CH2:36][CH:37]([CH3:39])[CH3:38])[CH:21]2[CH2:26][CH:25]([CH:27]=[O:28])[CH2:24][N:23]([C:29]([O:31][C:32]([CH3:35])([CH3:34])[CH3:33])=[O:30])[CH2:22]2)=[O:19])=[CH:7][N:6]=1)([CH3:4])([CH3:3])[CH3:2]. The catalyst class is: 58. (2) Reactant: [CH2:1]([O:3][C:4]([C:6]1[C:10]([CH3:11])=[C:9]([C:12]2[CH:17]=[CH:16][CH:15]=[C:14]([NH2:18])[C:13]=2[O:19]C)[N:8]([CH3:21])[C:7]=1[CH3:22])=[O:5])[CH3:2].B(Br)(Br)[Br:24]. Product: [BrH:24].[CH2:1]([O:3][C:4]([C:6]1[C:10]([CH3:11])=[C:9]([C:12]2[CH:17]=[CH:16][CH:15]=[C:14]([NH2:18])[C:13]=2[OH:19])[N:8]([CH3:21])[C:7]=1[CH3:22])=[O:5])[CH3:2]. The catalyst class is: 4. (3) Reactant: C([O:6][CH2:7][CH3:8])(=O)C(C)O.[CH:9]([OH:12])(C)[CH3:10].F[P-](F)(F)(F)(F)F.[N:20]1([O:29][P+:30](N2CCCC2)(N2CCCC2)N2CCCC2)[C:24]2C=[CH:26][CH:27]=[CH:28][C:23]=2N=N1.C(N(C(C)C)CC)(C)C. Product: [NH:20]1[CH:26]=[CH:27][CH2:28][CH2:23][CH2:24]1.[PH:30](=[O:29])([O:6][CH2:7][CH3:8])[O:12][CH2:9][CH3:10]. The catalyst class is: 508.